Predict which catalyst facilitates the given reaction. From a dataset of Catalyst prediction with 721,799 reactions and 888 catalyst types from USPTO. (1) Reactant: [CH2:1]([O:3][C:4]1[CH:9]=[CH:8][C:7]([C:10]2[Se:11][C:12]([CH:15]=[CH2:16])=[CH:13][CH:14]=2)=[C:6]([F:17])[C:5]=1[F:18])[CH3:2]. Product: [CH2:1]([O:3][C:4]1[CH:9]=[CH:8][C:7]([C:10]2[Se:11][C:12]([CH2:15][CH3:16])=[CH:13][CH:14]=2)=[C:6]([F:17])[C:5]=1[F:18])[CH3:2]. The catalyst class is: 78. (2) Reactant: [CH2:1]([O:3][C:4]([C:6]1[C:7]([NH:12][CH2:13][C:14]2[CH:15]=[C:16](B(O)O)[CH:17]=[C:18]([O:20][CH:21]([CH3:23])[CH3:22])[CH:19]=2)=[N:8][CH:9]=[CH:10][CH:11]=1)=[O:5])[CH3:2].[Br:27][C:28]1[CH:29]=[C:30]2[C:36](I)=[CH:35][N:34]([S:38]([C:41]3[CH:46]=[CH:45][CH:44]=[CH:43][CH:42]=3)(=[O:40])=[O:39])[C:31]2=[N:32][CH:33]=1.C([O-])([O-])=O.[K+].[K+].O. Product: [Br:27][C:28]1[CH:29]=[C:30]2[C:36]([C:16]3[CH:15]=[C:14]([CH:19]=[C:18]([O:20][CH:21]([CH3:23])[CH3:22])[CH:17]=3)[CH2:13][NH:12][C:7]3[N:8]=[CH:9][CH:10]=[CH:11][C:6]=3[C:4]([O:3][CH2:1][CH3:2])=[O:5])=[CH:35][N:34]([S:38]([C:41]3[CH:46]=[CH:45][CH:44]=[CH:43][CH:42]=3)(=[O:39])=[O:40])[C:31]2=[N:32][CH:33]=1. The catalyst class is: 12. (3) Reactant: C([O:3][P:4]([C:9]([C:12]1[CH:21]=[C:20]2[C:15]([CH:16]=[CH:17][C:18]([C:22]#[N:23])=[N:19]2)=[CH:14][C:13]=1[Br:24])([F:11])[F:10])(=[O:8])[O:5]CC)C.Br[Si](C)(C)C.[NH3:30].CO. Product: [Br:24][C:13]1[CH:14]=[C:15]2[C:20](=[CH:21][C:12]=1[C:9]([P:4](=[O:3])([O-:5])[O-:8])([F:11])[F:10])[N:19]=[C:18]([C:22]#[N:23])[CH:17]=[CH:16]2.[NH4+:30].[NH4+:19]. The catalyst class is: 4. (4) Product: [N:4]1[N:3]2[C:7](=[O:13])[CH2:8][C:9](=[O:10])[NH:1][C:2]2=[CH:6][CH:5]=1. The catalyst class is: 5. Reactant: [NH2:1][C:2]1[CH:6]=[CH:5][NH:4][N:3]=1.[C:7](OC)(=[O:13])[CH2:8][C:9](OC)=[O:10].C[O-].[Na+]. (5) Reactant: [O:1]=[C:2]1[C:11]2=[N:12][N:13]([C:21]3[CH:26]=[CH:25][CH:24]=[CH:23][CH:22]=3)[C:14]([CH2:15][C:16]([O:18]CC)=[O:17])=[C:10]2[C:9]2[CH:8]=[CH:7][CH:6]=[CH:5][C:4]=2[NH:3]1.Cl. Product: [O:1]=[C:2]1[C:11]2=[N:12][N:13]([C:21]3[CH:22]=[CH:23][CH:24]=[CH:25][CH:26]=3)[C:14]([CH2:15][C:16]([OH:18])=[O:17])=[C:10]2[C:9]2[CH:8]=[CH:7][CH:6]=[CH:5][C:4]=2[NH:3]1. The catalyst class is: 494.